From a dataset of Catalyst prediction with 721,799 reactions and 888 catalyst types from USPTO. Predict which catalyst facilitates the given reaction. (1) Reactant: Cl[S:2]([CH2:5][C@H:6]([CH3:17])[C:7]([O:9][CH2:10][C:11]1[CH:16]=[CH:15][CH:14]=[CH:13][CH:12]=1)=[O:8])(=[O:4])=[O:3].[CH2:18]([N:25]1[CH2:30][CH2:29][NH:28][CH2:27][CH2:26]1)[C:19]1[CH:24]=[CH:23][CH:22]=[CH:21][CH:20]=1.CCN(CC)CC.C(OCC)(=O)C.CCCCCC. Product: [CH2:18]([N:25]1[CH2:30][CH2:29][N:28]([S:2]([CH2:5][C@H:6]([CH3:17])[C:7]([O:9][CH2:10][C:11]2[CH:16]=[CH:15][CH:14]=[CH:13][CH:12]=2)=[O:8])(=[O:4])=[O:3])[CH2:27][CH2:26]1)[C:19]1[CH:20]=[CH:21][CH:22]=[CH:23][CH:24]=1. The catalyst class is: 2. (2) Reactant: Cl.[NH2:2][CH2:3][CH2:4][N:5]1[C:10](=[O:11])[N:9]=[C:8]([NH:12][C:13]2[CH:18]=[CH:17][C:16]([O:19][CH:20]([CH3:22])[CH3:21])=[C:15]([F:23])[CH:14]=2)[N:7]([CH2:24][C:25]2[CH:30]=[CH:29][C:28]([Cl:31])=[CH:27][CH:26]=2)[C:6]1=[O:32].C(N(CC)CC)C.CN(C1C=CC=CN=1)C.[C:49](Cl)(=[O:51])[CH3:50]. Product: [C:49]([NH:2][CH2:3][CH2:4][N:5]1[C:10](=[O:11])[N:9]=[C:8]([NH:12][C:13]2[CH:18]=[CH:17][C:16]([O:19][CH:20]([CH3:21])[CH3:22])=[C:15]([F:23])[CH:14]=2)[N:7]([CH2:24][C:25]2[CH:26]=[CH:27][C:28]([Cl:31])=[CH:29][CH:30]=2)[C:6]1=[O:32])(=[O:51])[CH3:50]. The catalyst class is: 90. (3) Reactant: C(OC([N:8]([CH2:31][C:32]1[CH:40]=[CH:39][C:35](C(O)=O)=[CH:34][CH:33]=1)[CH2:9][C@H:10]([O:23][Si](C(C)(C)C)(C)C)[C:11]1[CH:20]=[CH:19][C:18]([OH:21])=[C:17]2[C:12]=1[CH:13]=[CH:14][C:15](=[O:22])[NH:16]2)=O)(C)(C)C.C(N(CC)CC)C.Cl.Cl.[NH2:50][CH2:51][C:52]1[CH:89]=[CH:88][C:55]([CH2:56][O:57][C:58]2[CH:59]=[C:60]([C@@:64]([OH:87])([C:81]3[CH:86]=[CH:85][CH:84]=[CH:83][CH:82]=3)[C:65]([O:67][CH:68]3[CH2:73][CH2:72][N:71]([CH2:74][C:75]4[CH:80]=[CH:79][CH:78]=[CH:77][CH:76]=4)[CH2:70][CH2:69]3)=[O:66])[CH:61]=[CH:62][CH:63]=2)=[CH:54][CH:53]=1.C[N:91]([CH:93]=[O:94])C. Product: [OH:87][C@:64]([C:60]1[CH:61]=[CH:62][CH:63]=[C:58]([O:57][CH2:56][C:55]2[CH:54]=[CH:53][C:52]([CH2:51][NH:50][C:93]([NH:91][C:35]3[CH:39]=[CH:40][C:32]([CH2:31][NH:8][CH2:9][C@H:10]([OH:23])[C:11]4[CH:20]=[CH:19][C:18]([OH:21])=[C:17]5[C:12]=4[CH:13]=[CH:14][C:15](=[O:22])[NH:16]5)=[CH:33][CH:34]=3)=[O:94])=[CH:89][CH:88]=2)[CH:59]=1)([C:81]1[CH:82]=[CH:83][CH:84]=[CH:85][CH:86]=1)[C:65]([O:67][CH:68]1[CH2:69][CH2:70][N:71]([CH2:74][C:75]2[CH:76]=[CH:77][CH:78]=[CH:79][CH:80]=2)[CH2:72][CH2:73]1)=[O:66]. The catalyst class is: 133.